Dataset: Peptide-MHC class I binding affinity with 185,985 pairs from IEDB/IMGT. Task: Regression. Given a peptide amino acid sequence and an MHC pseudo amino acid sequence, predict their binding affinity value. This is MHC class I binding data. (1) The peptide sequence is FRAQTKGKV. The MHC is HLA-B27:05 with pseudo-sequence HLA-B27:05. The binding affinity (normalized) is 0.587. (2) The peptide sequence is SRYWAIRTR. The MHC is HLA-A01:01 with pseudo-sequence HLA-A01:01. The binding affinity (normalized) is 0.0847. (3) The MHC is HLA-A33:01 with pseudo-sequence HLA-A33:01. The peptide sequence is ATAHSELAK. The binding affinity (normalized) is 0. (4) The peptide sequence is SHAAIGAYL. The MHC is HLA-A03:01 with pseudo-sequence HLA-A03:01. The binding affinity (normalized) is 0.0847. (5) The peptide sequence is QLQDTQELL. The MHC is HLA-A02:03 with pseudo-sequence HLA-A02:03. The binding affinity (normalized) is 0.279. (6) The peptide sequence is YALINLVQY. The MHC is HLA-A03:01 with pseudo-sequence HLA-A03:01. The binding affinity (normalized) is 0. (7) The peptide sequence is ELSPRWYFYY. The binding affinity (normalized) is 0.583. The MHC is HLA-A01:01 with pseudo-sequence HLA-A01:01.